From a dataset of Reaction yield outcomes from USPTO patents with 853,638 reactions. Predict the reaction yield, written as a fraction of the theoretical maximum amount of product (1.0 means a 100% yield; for example, 0.34 means a 34% yield). (1) The reactants are Br[C:2]1[CH:7]=[CH:6][C:5]([C@@H:8]2[O:13][CH2:12][CH2:11][N:10]([C@@H:14]([C:16]3[CH:21]=[CH:20][CH:19]=[CH:18][CH:17]=3)[CH3:15])[CH2:9]2)=[CH:4][CH:3]=1.CC(C)([O-])C.[Na+].[CH:28]1([NH2:34])[CH2:33][CH2:32][CH2:31][CH2:30][CH2:29]1. The catalyst is C1(C)C=CC=CC=1.C([O-])(=O)C.[Pd+2].C([O-])(=O)C.C(P(C(C)(C)C)C1C=CC=CC=1C1C=CC=CC=1)(C)(C)C. The product is [CH:28]1([NH:34][C:2]2[CH:7]=[CH:6][C:5]([C@@H:8]3[O:13][CH2:12][CH2:11][N:10]([C@@H:14]([C:16]4[CH:21]=[CH:20][CH:19]=[CH:18][CH:17]=4)[CH3:15])[CH2:9]3)=[CH:4][CH:3]=2)[CH2:33][CH2:32][CH2:31][CH2:30][CH2:29]1. The yield is 0.870. (2) The reactants are C([N:8]1[CH2:13][CH2:12][N:11]2[CH:14]=[N:15][C:16]([C:17]([O:19][CH3:20])=[O:18])=[C:10]2[CH2:9]1)C1C=CC=CC=1.[C:32]([O:31][C:29](O[C:29]([O:31][C:32]([CH3:35])([CH3:34])[CH3:33])=[O:30])=[O:30])([CH3:35])([CH3:34])[CH3:33].CCN(C(C)C)C(C)C. The catalyst is C(O)C.[OH-].[OH-].[Pd+2]. The product is [C:16]1([C:17]([O:19][CH3:20])=[O:18])[N:15]=[CH:14][N:11]2[CH2:12][CH2:13][N:8]([C:29]([O:31][C:32]([CH3:33])([CH3:34])[CH3:35])=[O:30])[CH2:9][C:10]=12. The yield is 0.830.